Dataset: CYP3A4 inhibition data for predicting drug metabolism from PubChem BioAssay. Task: Regression/Classification. Given a drug SMILES string, predict its absorption, distribution, metabolism, or excretion properties. Task type varies by dataset: regression for continuous measurements (e.g., permeability, clearance, half-life) or binary classification for categorical outcomes (e.g., BBB penetration, CYP inhibition). Dataset: cyp3a4_veith. (1) The drug is COCCn1c(=O)c(-c2ccc(OC)cc2)nc2cnc(N3CCNCC3)nc21. The result is 1 (inhibitor). (2) The drug is CCN1CCN(c2nc3ccccc3nc2C(C#N)C(=O)OC2CCCCC2)CC1. The result is 1 (inhibitor). (3) The compound is CC(C)[C@]1(Cl)CC[C@@H]2[C@]3(C)CCC[C@@](C)(C(=O)O)[C@H]3C[C@H](Cl)[C@@]2(Cl)[C@H]1Cl. The result is 0 (non-inhibitor). (4) The drug is c1ccc(Nc2ncnc3ccc(-c4ccoc4)cc23)cc1. The result is 1 (inhibitor).